Dataset: Full USPTO retrosynthesis dataset with 1.9M reactions from patents (1976-2016). Task: Predict the reactants needed to synthesize the given product. (1) Given the product [CH2:1]([NH:8][C:9](=[O:10])[N:12]([C:13]1[CH:14]=[C:15]([C:19]2[CH:24]=[CH:23][C:22](/[CH:25]=[C:26](\[CH2:32][CH3:33])/[C:27]([O:29][CH2:30][CH3:31])=[O:28])=[CH:21][CH:20]=2)[CH:16]=[CH:17][CH:18]=1)[CH3:11])[CH2:2][CH2:3][CH2:4][CH2:5][CH2:6][CH3:7], predict the reactants needed to synthesize it. The reactants are: [CH2:1]([N:8]=[C:9]=[O:10])[CH2:2][CH2:3][CH2:4][CH2:5][CH2:6][CH3:7].[CH3:11][NH:12][C:13]1[CH:14]=[C:15]([C:19]2[CH:24]=[CH:23][C:22](/[CH:25]=[C:26](\[CH2:32][CH3:33])/[C:27]([O:29][CH2:30][CH3:31])=[O:28])=[CH:21][CH:20]=2)[CH:16]=[CH:17][CH:18]=1. (2) Given the product [C:9]([C:6]1[CH:7]=[CH:8][C:3]([O:2][CH3:1])=[C:4]([CH3:15])[CH:5]=1)#[CH:10], predict the reactants needed to synthesize it. The reactants are: [CH3:1][O:2][C:3]1[CH:8]=[CH:7][C:6]([C:9]#[C:10][Si](C)(C)C)=[CH:5][C:4]=1[CH3:15]. (3) Given the product [Cl:10][C:11]1[CH:12]=[C:13]([CH:18]=[CH:19][CH:20]=1)[C:14]([OH:16])=[O:15].[NH:1]1[C:9]2=[N+:8]([O-:15])[CH:7]=[CH:6][CH:5]=[C:4]2[CH:3]=[CH:2]1, predict the reactants needed to synthesize it. The reactants are: [NH:1]1[C:9]2[C:4](=[CH:5][CH:6]=[CH:7][N:8]=2)[CH:3]=[CH:2]1.[Cl:10][C:11]1[CH:12]=[C:13]([CH:18]=[CH:19][CH:20]=1)[C:14]([O:16]O)=[O:15]. (4) Given the product [CH3:19][C:15]1[CH:16]=[C:17]([C:29]2[O:33][C:32]([Si:34]([CH:38]([CH3:40])[CH3:39])([CH:41]([CH3:43])[CH3:42])[CH:35]([CH3:36])[CH3:37])=[N:31][CH:30]=2)[N:12]2[N:11]=[CH:10][C:9]([C:7]([N:5]3[CH2:6][C@@H:1]4[CH2:20][C@H:4]3[CH2:3][O:2]4)=[O:8])=[C:13]2[CH:14]=1, predict the reactants needed to synthesize it. The reactants are: [C@H:1]12[CH2:20][C@H:4]([N:5]([C:7]([C:9]3[CH:10]=[N:11][N:12]4[C:17](I)=[CH:16][C:15]([CH3:19])=[CH:14][C:13]=34)=[O:8])[CH2:6]1)[CH2:3][O:2]2.CC1(C)C(C)(C)OB([C:29]2[O:33][C:32]([Si:34]([CH:41]([CH3:43])[CH3:42])([CH:38]([CH3:40])[CH3:39])[CH:35]([CH3:37])[CH3:36])=[N:31][CH:30]=2)O1.C(=O)([O-])[O-].[K+].[K+]. (5) Given the product [CH2:1]([NH:3][C:7]1[CH:27]=[CH:26][C:10]2[N:11]([CH2:19][CH:20]3[CH2:21][CH2:22][O:23][CH2:24][CH2:25]3)[C:12]([C:14]([O:17][CH3:18])([CH3:16])[CH3:15])=[N:13][C:9]=2[CH:8]=1)[CH3:2], predict the reactants needed to synthesize it. The reactants are: [CH2:1]([N:3]([C:7]1[CH:27]=[CH:26][C:10]2[N:11]([CH2:19][CH:20]3[CH2:25][CH2:24][O:23][CH2:22][CH2:21]3)[C:12]([C:14]([O:17][CH3:18])([CH3:16])[CH3:15])=[N:13][C:9]=2[CH:8]=1)C(=O)C)[CH3:2]. (6) Given the product [Cl:1][C:2]1[CH:3]=[C:4]([C@@H:8]([OH:29])[CH2:9][NH:10][CH2:11][CH2:12][C:13]2[CH:18]=[CH:17][C:16]([S:19][C:20]3[CH:21]=[CH:22][C:23]([C:26]#[N:27])=[CH:24][CH:25]=3)=[CH:15][CH:14]=2)[CH:5]=[CH:6][CH:7]=1, predict the reactants needed to synthesize it. The reactants are: [Cl:1][C:2]1[CH:3]=[C:4]([C@@H:8]([OH:29])[CH2:9][NH:10][C:11](=O)[CH2:12][C:13]2[CH:18]=[CH:17][C:16]([S:19][C:20]3[CH:25]=[CH:24][C:23]([C:26]#[N:27])=[CH:22][CH:21]=3)=[CH:15][CH:14]=2)[CH:5]=[CH:6][CH:7]=1.CO.